Dataset: Forward reaction prediction with 1.9M reactions from USPTO patents (1976-2016). Task: Predict the product of the given reaction. (1) Given the reactants Cl.[F:2][C:3]1[CH:8]=[CH:7][C:6]([NH:9][C:10]2[CH:15]=[CH:14][N:13]=[C:12]([NH:16][C:17]3[CH:22]=[CH:21][C:20]([S:23]([N:26]([CH3:33])[CH:27]4[CH2:32][CH2:31][NH:30][CH2:29][CH2:28]4)(=[O:25])=[O:24])=[CH:19][CH:18]=3)[N:11]=2)=[CH:5][CH:4]=1.[CH3:34][C:35](=O)[CH3:36], predict the reaction product. The product is: [F:2][C:3]1[CH:8]=[CH:7][C:6]([NH:9][C:10]2[CH:15]=[CH:14][N:13]=[C:12]([NH:16][C:17]3[CH:18]=[CH:19][C:20]([S:23]([N:26]([CH:27]4[CH2:32][CH2:31][N:30]([CH:35]([CH3:36])[CH3:34])[CH2:29][CH2:28]4)[CH3:33])(=[O:24])=[O:25])=[CH:21][CH:22]=3)[N:11]=2)=[CH:5][CH:4]=1. (2) Given the reactants C([N:3](CC)CC)C.[C:8]([O:12][C:13]([NH:15][CH2:16][C:17]([NH:19][CH2:20][C:21]([OH:23])=O)=[O:18])=[O:14])([CH3:11])([CH3:10])[CH3:9].[CH2:24](N)[CH2:25][CH2:26][CH2:27][CH2:28][CH2:29][CH2:30][CH2:31][CH2:32][CH2:33][CH2:34][CH2:35][CH2:36][CH3:37].Cl.C(N=C=NCCCN(C)C)C, predict the reaction product. The product is: [CH2:37]([N:15]([C:13]([O:12][C:8]([CH3:9])([CH3:10])[CH3:11])=[O:14])[CH2:16][C:17]([NH:19][CH2:20][C:21]([NH2:3])=[O:23])=[O:18])[CH2:36][CH2:35][CH2:34][CH2:33][CH2:32][CH2:31][CH2:30][CH2:29][CH2:28][CH2:27][CH2:26][CH2:25][CH3:24].